Predict which catalyst facilitates the given reaction. From a dataset of Catalyst prediction with 721,799 reactions and 888 catalyst types from USPTO. (1) Reactant: Cl.[NH2:2][CH:3]([CH2:8][C:9]([O:11][CH3:12])=[O:10])[C:4]([O:6][CH3:7])=[O:5].[Cl:13][C:14]1[CH:15]=[C:16]2[C:21](=[C:22]([Cl:24])[CH:23]=1)[CH2:20][N:19]([CH3:25])[CH2:18][CH:17]2[C:26]1[CH:27]=[C:28]([S:32](Cl)(=[O:34])=[O:33])[CH:29]=[CH:30][CH:31]=1. Product: [Cl:13][C:14]1[CH:15]=[C:16]2[C:21](=[C:22]([Cl:24])[CH:23]=1)[CH2:20][N:19]([CH3:25])[CH2:18][CH:17]2[C:26]1[CH:27]=[C:28]([S:32]([NH:2][CH:3]([CH2:8][C:9]([O:11][CH3:12])=[O:10])[C:4]([O:6][CH3:7])=[O:5])(=[O:34])=[O:33])[CH:29]=[CH:30][CH:31]=1. The catalyst class is: 17. (2) Reactant: C(OC(=O)[NH:10][CH2:11][CH:12]1[CH2:17][CH2:16][CH2:15][N:14]([CH2:18][CH2:19][C:20]2[CH:25]=[CH:24][C:23]([F:26])=[CH:22][CH:21]=2)[CH2:13]1)C1C=CC=CC=1. Product: [F:26][C:23]1[CH:24]=[CH:25][C:20]([CH2:19][CH2:18][N:14]2[CH2:15][CH2:16][CH2:17][CH:12]([CH2:11][NH2:10])[CH2:13]2)=[CH:21][CH:22]=1. The catalyst class is: 563. (3) Reactant: [CH2:1]([O:5][C:6]1[C:11]([C:12](=[NH:14])[NH2:13])=[CH:10][CH:9]=[CH:8][N:7]=1)[CH2:2][CH2:3][CH3:4].Br[CH2:16][C:17]([C:19]1[CH:24]=[CH:23][CH:22]=[C:21]([F:25])[CH:20]=1)=O.C([O-])([O-])=O.[Cs+].[Cs+].O. Product: [CH2:1]([O:5][C:6]1[C:11]([C:12]2[NH:13][CH:16]=[C:17]([C:19]3[CH:24]=[CH:23][CH:22]=[C:21]([F:25])[CH:20]=3)[N:14]=2)=[CH:10][CH:9]=[CH:8][N:7]=1)[CH2:2][CH2:3][CH3:4]. The catalyst class is: 21. (4) Reactant: [CH:1]12[CH2:10][CH:5]3[CH2:6][CH:7]([CH2:9][CH:3]([CH2:4]3)[C:2]1=[O:11])[CH2:8]2.[CH2:12]([Li])[CH3:13].[C:15](Cl)(=[O:19])[C:16]([CH3:18])=[CH2:17]. Product: [C:15]([O:11][C:2]1([CH2:12][CH3:13])[CH:3]2[CH2:9][CH:7]3[CH2:6][CH:5]([CH2:10][CH:1]1[CH2:8]3)[CH2:4]2)(=[O:19])[C:16]([CH3:18])=[CH2:17]. The catalyst class is: 27.